This data is from Reaction yield outcomes from USPTO patents with 853,638 reactions. The task is: Predict the reaction yield, written as a fraction of the theoretical maximum amount of product (1.0 means a 100% yield; for example, 0.34 means a 34% yield). (1) The catalyst is O. The reactants are [C:1]1([C:7]2[C:15]3[C:14](=O)[NH:13][CH:12]=[N:11][C:10]=3[O:9][C:8]=2[C:17]2[CH:22]=[CH:21][CH:20]=[CH:19][CH:18]=2)[CH:6]=[CH:5][CH:4]=[CH:3][CH:2]=1.O=P(Cl)(Cl)[Cl:25].C(=O)(O)[O-].[Na+]. The yield is 0.630. The product is [Cl:25][C:14]1[C:15]2[C:7]([C:1]3[CH:6]=[CH:5][CH:4]=[CH:3][CH:2]=3)=[C:8]([C:17]3[CH:22]=[CH:21][CH:20]=[CH:19][CH:18]=3)[O:9][C:10]=2[N:11]=[CH:12][N:13]=1. (2) The reactants are [CH2:1]([O:3][C:4]([N:6]1[C:14]2[C:9](=[CH:10][CH:11]=[C:12]([Cl:15])[CH:13]=2)/[C:8](=[CH:16]/[C:17]2[CH:22]=[CH:21][CH:20]=[C:19]([Cl:23])[CH:18]=2)/[C:7]1=[O:24])=[O:5])[CH3:2].[Br:25][C:26]1[CH:31]=[CH:30][CH:29]=[CH:28][C:27]=1[CH:32]=[N:33][C:34]([O:36][Si](C)(C)C)=[CH2:35]. The catalyst is C1(C)C=CC=CC=1. The product is [CH2:1]([O:3][C:4]([N:6]1[C:14]2[C:9](=[CH:10][CH:11]=[C:12]([Cl:15])[CH:13]=2)[C:8]2([CH:16]([C:17]3[CH:22]=[CH:21][CH:20]=[C:19]([Cl:23])[CH:18]=3)[CH2:35][C:34](=[O:36])[NH:33][CH:32]2[C:27]2[CH:28]=[CH:29][CH:30]=[CH:31][C:26]=2[Br:25])[C:7]1=[O:24])=[O:5])[CH3:2]. The yield is 0.690. (3) The reactants are [I:1][C:2]1[CH:3]=[C:4]([C:12]2[N:16]=[C:15]([C:17]3[CH:22]=[CH:21][C:20]([CH2:23][CH2:24][CH3:25])=[CH:19][CH:18]=3)[O:14][N:13]=2)[CH:5]=[CH:6][C:7]=1[O:8]C(C)C.ClC1C=C(C2ON=C(C3C=CC(OC(C)C)=C(I)C=3)N=2)C=CC=1OCCC. No catalyst specified. The product is [I:1][C:2]1[CH:3]=[C:4]([C:12]2[N:16]=[C:15]([C:17]3[CH:22]=[CH:21][C:20]([CH2:23][CH2:24][CH3:25])=[CH:19][CH:18]=3)[O:14][N:13]=2)[CH:5]=[CH:6][C:7]=1[OH:8]. The yield is 0.820.